From a dataset of Catalyst prediction with 721,799 reactions and 888 catalyst types from USPTO. Predict which catalyst facilitates the given reaction. (1) Reactant: [Br:1][C:2]1[CH:7]=[CH:6][CH:5]=[CH:4][C:3]=1[CH2:8][CH2:9][C:10](O)=[O:11]. Product: [Br:1][C:2]1[CH:7]=[CH:6][CH:5]=[CH:4][C:3]=1[CH2:8][CH2:9][CH2:10][OH:11]. The catalyst class is: 7. (2) Reactant: Cl.[CH2:2]([C:4]1[S:24][C:7]2[N:8]=[C:9]([S:18][CH2:19][C:20]([O:22][CH3:23])=[O:21])[N:10]=[C:11]([N:12]3[CH2:17][CH2:16][NH:15][CH2:14][CH2:13]3)[C:6]=2[CH:5]=1)[CH3:3].C(N(C(C)C)CC)(C)C.[N:34]1[C:43]2[C:38](=[CH:39][C:40]([C:44](Cl)=[O:45])=[CH:41][CH:42]=2)[N:37]=[CH:36][CH:35]=1. The catalyst class is: 1. Product: [CH2:2]([C:4]1[S:24][C:7]2[N:8]=[C:9]([S:18][CH2:19][C:20]([O:22][CH3:23])=[O:21])[N:10]=[C:11]([N:12]3[CH2:17][CH2:16][N:15]([C:44]([C:40]4[CH:39]=[C:38]5[C:43](=[CH:42][CH:41]=4)[N:34]=[CH:35][CH:36]=[N:37]5)=[O:45])[CH2:14][CH2:13]3)[C:6]=2[CH:5]=1)[CH3:3].